Dataset: NCI-60 drug combinations with 297,098 pairs across 59 cell lines. Task: Regression. Given two drug SMILES strings and cell line genomic features, predict the synergy score measuring deviation from expected non-interaction effect. (1) Drug 1: C1CCN(CC1)CCOC2=CC=C(C=C2)C(=O)C3=C(SC4=C3C=CC(=C4)O)C5=CC=C(C=C5)O. Drug 2: C1C(C(OC1N2C=NC3=C2NC=NCC3O)CO)O. Cell line: UO-31. Synergy scores: CSS=4.76, Synergy_ZIP=-5.37, Synergy_Bliss=-5.28, Synergy_Loewe=-2.33, Synergy_HSA=-2.29. (2) Drug 1: CC1=C(C=C(C=C1)C(=O)NC2=CC(=CC(=C2)C(F)(F)F)N3C=C(N=C3)C)NC4=NC=CC(=N4)C5=CN=CC=C5. Drug 2: CC1=C2C(C(=O)C3(C(CC4C(C3C(C(C2(C)C)(CC1OC(=O)C(C(C5=CC=CC=C5)NC(=O)OC(C)(C)C)O)O)OC(=O)C6=CC=CC=C6)(CO4)OC(=O)C)O)C)O. Cell line: SNB-19. Synergy scores: CSS=-7.45, Synergy_ZIP=8.28, Synergy_Bliss=8.19, Synergy_Loewe=-3.58, Synergy_HSA=-2.32. (3) Drug 2: C#CCC(CC1=CN=C2C(=N1)C(=NC(=N2)N)N)C3=CC=C(C=C3)C(=O)NC(CCC(=O)O)C(=O)O. Synergy scores: CSS=10.8, Synergy_ZIP=-5.82, Synergy_Bliss=-2.07, Synergy_Loewe=-1.22, Synergy_HSA=-1.22. Cell line: CCRF-CEM. Drug 1: C1CC(=O)NC(=O)C1N2CC3=C(C2=O)C=CC=C3N.